From a dataset of Full USPTO retrosynthesis dataset with 1.9M reactions from patents (1976-2016). Predict the reactants needed to synthesize the given product. (1) Given the product [CH2:15]([N:18]1[C:26](=[O:27])[C:25]2[C:20](=[N:21][C:22]([NH:12][C:11]3[CH:13]=[CH:14][C:8]([N:5]4[CH2:4][CH2:3][N:2]([CH3:1])[CH2:7][CH2:6]4)=[CH:9][CH:10]=3)=[N:23][CH:24]=2)[N:19]1[C:30]1[N:35]=[C:34]([N:36]2[CH:41]=[C:40]([F:42])[CH:39]=[CH:38][C:37]2=[O:43])[CH:33]=[CH:32][CH:31]=1)[CH:16]=[CH2:17], predict the reactants needed to synthesize it. The reactants are: [CH3:1][N:2]1[CH2:7][CH2:6][N:5]([C:8]2[CH:14]=[CH:13][C:11]([NH2:12])=[CH:10][CH:9]=2)[CH2:4][CH2:3]1.[CH2:15]([N:18]1[C:26](=[O:27])[C:25]2[C:20](=[N:21][C:22](SC)=[N:23][CH:24]=2)[N:19]1[C:30]1[N:35]=[C:34]([N:36]2[CH:41]=[C:40]([F:42])[CH:39]=[CH:38][C:37]2=[O:43])[CH:33]=[CH:32][CH:31]=1)[CH:16]=[CH2:17]. (2) Given the product [CH2:20]([N:22]([C:2]1[C:7]2=[C:8]([CH:17]([CH3:19])[CH3:18])[C:9]([C:11]3[O:15][N:14]=[C:13]([CH3:16])[N:12]=3)=[CH:10][N:6]2[N:5]=[CH:4][N:3]=1)[C:23]1[CH:24]=[C:25]2[CH:31]=[CH:30][NH:29][C:26]2=[N:27][CH:28]=1)[CH3:21], predict the reactants needed to synthesize it. The reactants are: Cl[C:2]1[C:7]2=[C:8]([CH:17]([CH3:19])[CH3:18])[C:9]([C:11]3[O:15][N:14]=[C:13]([CH3:16])[N:12]=3)=[CH:10][N:6]2[N:5]=[CH:4][N:3]=1.[CH2:20]([NH:22][C:23]1[CH:24]=[C:25]2[CH:31]=[CH:30][NH:29][C:26]2=[N:27][CH:28]=1)[CH3:21].C(N(C(C)C)CC)(C)C. (3) Given the product [Cl:31][C:19]1[C:20]([C:22]2[C:30]3[C:25](=[CH:26][CH:27]=[CH:28][CH:29]=3)[NH:24][CH:23]=2)=[N:21][C:16]([NH:15][C@@H:11]2[CH2:12][CH2:13][CH2:14][C@H:9]([NH:8][C:6](=[O:7])[C:5]3[CH:32]=[CH:33][C:2]([NH:1][C:46](=[O:47])[CH:45]=[C:44]([CH3:49])[CH3:43])=[CH:3][CH:4]=3)[CH2:10]2)=[N:17][CH:18]=1, predict the reactants needed to synthesize it. The reactants are: [NH2:1][C:2]1[CH:33]=[CH:32][C:5]([C:6]([NH:8][C@H:9]2[CH2:14][CH2:13][CH2:12][C@@H:11]([NH:15][C:16]3[N:21]=[C:20]([C:22]4[C:30]5[C:25](=[CH:26][CH:27]=[CH:28][CH:29]=5)[NH:24][CH:23]=4)[C:19]([Cl:31])=[CH:18][N:17]=3)[CH2:10]2)=[O:7])=[CH:4][CH:3]=1.CCN(C(C)C)C(C)C.[CH3:43][C:44]([CH3:49])=[CH:45][C:46](Cl)=[O:47].